This data is from Reaction yield outcomes from USPTO patents with 853,638 reactions. The task is: Predict the reaction yield, written as a fraction of the theoretical maximum amount of product (1.0 means a 100% yield; for example, 0.34 means a 34% yield). (1) The product is [Cl:1][C:2]1[CH:3]=[CH:4][C:5]2[O:14][CH2:13][CH2:12][C:11]3[CH:10]=[C:9]([C:15]4[N:38]([C:32]5[CH:33]=[CH:34][C:35]([F:37])=[CH:36][C:31]=5[F:30])[N:39]=[CH:19][N:17]=4)[S:8][C:7]=3[C:6]=2[N:18]=1. The yield is 0.670. The reactants are [Cl:1][C:2]1[CH:3]=[CH:4][C:5]2[O:14][CH2:13][CH2:12][C:11]3[CH:10]=[C:9]([C:15]([NH2:17])=O)[S:8][C:7]=3[C:6]=2[N:18]=1.[CH3:19]C(N(C)C)=O.CN(C=O)C.[F:30][C:31]1[CH:36]=[C:35]([F:37])[CH:34]=[CH:33][C:32]=1[NH:38][NH2:39]. The catalyst is C1(C)C=CC=CC=1.C(O)(=O)C. (2) The reactants are [CH2:1]1[CH:5]2[CH2:6][NH:7][CH2:8][CH:4]2[CH2:3][N:2]1[C:9]1[N:14]=[C:13]([C:15]([F:18])([F:17])[F:16])[N:12]=[C:11]([N:19]([CH3:21])[CH3:20])[CH:10]=1.[N:22]1[N:23]([C:27]2[CH:35]=[CH:34][CH:33]=[CH:32][C:28]=2[C:29](O)=[O:30])[N:24]=[CH:25][CH:26]=1.CN(C(ON1N=NC2C=CC=NC1=2)=[N+](C)C)C.F[P-](F)(F)(F)(F)F.CCN(C(C)C)C(C)C. The catalyst is CN(C=O)C.C(OCC)(=O)C. The product is [CH3:20][N:19]([CH3:21])[C:11]1[CH:10]=[C:9]([N:2]2[CH2:3][CH:4]3[CH:5]([CH2:6][N:7]([C:29]([C:28]4[CH:32]=[CH:33][CH:34]=[CH:35][C:27]=4[N:23]4[N:24]=[CH:25][CH:26]=[N:22]4)=[O:30])[CH2:8]3)[CH2:1]2)[N:14]=[C:13]([C:15]([F:18])([F:17])[F:16])[N:12]=1. The yield is 0.434.